From a dataset of Forward reaction prediction with 1.9M reactions from USPTO patents (1976-2016). Predict the product of the given reaction. (1) Given the reactants [Cl:1][C:2]1[N:7]=[C:6](Cl)[C:5]([F:9])=[CH:4][N:3]=1.[OH:10][C:11]1[CH:16]=[CH:15][C:14]([CH:17]([NH2:19])[CH3:18])=[CH:13][CH:12]=1, predict the reaction product. The product is: [Cl:1][C:2]1[N:7]=[C:6]([NH:19][CH:17]([C:14]2[CH:15]=[CH:16][C:11]([OH:10])=[CH:12][CH:13]=2)[CH3:18])[C:5]([F:9])=[CH:4][N:3]=1. (2) Given the reactants [NH2:1][C:2]1[CH:7]=[CH:6][C:5]([S:8]([N:11]2[CH2:16][CH2:15][C:14](=[N:17][O:18][CH2:19][C:20]3[CH:21]=[CH:22][C:23]([F:28])=[C:24]([CH:27]=3)[C:25]#[N:26])[CH2:13][CH2:12]2)(=[O:10])=[O:9])=[CH:4][CH:3]=1.C(N(CC)CC)C.[C:36](Cl)(=[O:38])[CH3:37].O, predict the reaction product. The product is: [C:25]([C:24]1[CH:27]=[C:20]([CH:21]=[CH:22][C:23]=1[F:28])[CH2:19][O:18][N:17]=[C:14]1[CH2:13][CH2:12][N:11]([S:8]([C:5]2[CH:4]=[CH:3][C:2]([NH:1][C:36](=[O:38])[CH3:37])=[CH:7][CH:6]=2)(=[O:9])=[O:10])[CH2:16][CH2:15]1)#[N:26]. (3) Given the reactants NC1C=CC(F)=C([C@]2(C(F)F)[C@@H]3[C@@H](C3)OC(NC(=O)OC(C)(C)C)=N2)C=1.ClC1C=CC(C(=O)C(F)(F)F)=NC=1.C(N(CC)CC)C.[H-].[Al+3].[Li+].[H-].[H-].[H-].[Cl:53][C:54]1[CH:55]=[CH:56][C:57]([C@@H:60]([NH:65][C:66]2[CH:67]=[CH:68][C:69]([F:90])=[C:70]([C@:72]3([CH:87]([F:89])[F:88])[C@@H:78]4[C@@H:76]([CH2:77]4)[O:75][C:74]([NH:79][C:80](=[O:86])[O:81][C:82]([CH3:85])([CH3:84])[CH3:83])=[N:73]3)[CH:71]=2)[C:61]([F:64])([F:63])[F:62])=[N:58][CH:59]=1, predict the reaction product. The product is: [Cl:53][C:54]1[CH:55]=[CH:56][C:57]([C@H:60]([NH:65][C:66]2[CH:67]=[CH:68][C:69]([F:90])=[C:70]([C@:72]3([CH:87]([F:89])[F:88])[C@@H:78]4[C@@H:76]([CH2:77]4)[O:75][C:74]([NH:79][C:80](=[O:86])[O:81][C:82]([CH3:85])([CH3:83])[CH3:84])=[N:73]3)[CH:71]=2)[C:61]([F:64])([F:62])[F:63])=[N:58][CH:59]=1. (4) The product is: [ClH:34].[OH:5][CH2:4][CH:3]([N:6]1[CH2:15][CH2:14][C:13]2[C:8](=[CH:9][CH:10]=[C:11]([C:17]3[N:21]=[C:20]([C:22]4[CH:23]=[CH:24][C:25]([O:30][CH:31]([CH3:33])[CH3:32])=[C:26]([CH:29]=4)[C:27]#[N:28])[O:19][N:18]=3)[C:12]=2[CH3:16])[CH2:7]1)[CH2:2][OH:1]. Given the reactants [OH:1][CH2:2][CH:3]([N:6]1[CH2:15][CH2:14][C:13]2[C:8](=[CH:9][CH:10]=[C:11]([C:17]3[N:21]=[C:20]([C:22]4[CH:23]=[CH:24][C:25]([O:30][CH:31]([CH3:33])[CH3:32])=[C:26]([CH:29]=4)[C:27]#[N:28])[O:19][N:18]=3)[C:12]=2[CH3:16])[CH2:7]1)[CH2:4][OH:5].[ClH:34].CCOCC, predict the reaction product. (5) Given the reactants C[N:2]([CH3:5])C=O.P(Cl)(Cl)(Cl)=O.[C:11]1(=O)[CH2:16][CH2:15][CH2:14][CH2:13][CH2:12]1.[ClH:18].NO, predict the reaction product. The product is: [Cl:18][C:11]1[CH2:16][CH2:15][CH2:14][CH2:13][C:12]=1[C:5]#[N:2]. (6) Given the reactants [CH3:1][O:2][C:3]1[CH:42]=[C:41]([O:43][CH3:44])[CH:40]=[CH:39][C:4]=1[CH2:5][N:6]([C:33]1[CH:38]=[CH:37][N:36]=[CH:35][N:34]=1)[S:7]([C:10]1[C:11]([F:32])=[CH:12][C:13]([O:20][C@H:21]2[CH2:25][CH2:24][CH2:23][C@@H:22]2[C:26]2[N:30]([CH3:31])[N:29]=[CH:28][CH:27]=2)=[C:14]([CH:19]=1)[C:15]([O:17]C)=O)(=[O:9])=[O:8].[OH-].[Na+].Cl.C[N:49]1CCOCC1.ClC(OCC(C)C)=O.O.N, predict the reaction product. The product is: [CH3:1][O:2][C:3]1[CH:42]=[C:41]([O:43][CH3:44])[CH:40]=[CH:39][C:4]=1[CH2:5][N:6]([C:33]1[CH:38]=[CH:37][N:36]=[CH:35][N:34]=1)[S:7]([C:10]1[C:11]([F:32])=[CH:12][C:13]([O:20][C@H:21]2[CH2:25][CH2:24][CH2:23][C@@H:22]2[C:26]2[N:30]([CH3:31])[N:29]=[CH:28][CH:27]=2)=[C:14]([CH:19]=1)[C:15]([NH2:49])=[O:17])(=[O:8])=[O:9]. (7) Given the reactants C(OC([CH:6]1[CH2:11][CH2:10][N:9]([CH2:12][C:13]2[CH:18]=[CH:17][C:16]([C@@H:19]3[O:28][C:23]4=[N:24][CH:25]=[CH:26][CH:27]=[C:22]4[O:21][CH2:20]3)=[CH:15][CH:14]=2)[CH2:8][CH2:7]1)=O)C.[S:29]1(=[O:37])(=[O:36])CCCNCC1, predict the reaction product. The product is: [O:36]=[S:29]1(=[O:37])[CH2:6][CH2:7][CH2:8][N:9]([CH2:12][C:13]2[CH:18]=[CH:17][C:16]([C@@H:19]3[O:28][C:23]4=[N:24][CH:25]=[CH:26][CH:27]=[C:22]4[O:21][CH2:20]3)=[CH:15][CH:14]=2)[CH2:10][CH2:11]1. (8) The product is: [C:36]1([S:42]([NH:45][C@@H:46]([CH3:63])[C:47]([NH:49][C@@H:50]([CH2:54][C:55]2[CH:60]=[CH:59][C:58]([O:61][CH3:62])=[CH:57][CH:56]=2)[C:6]([NH:7][CH:8]([CH2:21][C:22]2[CH:23]=[CH:24][CH:25]=[CH:26][CH:27]=2)[C@H:9]([OH:10])[C:11]([NH:12][CH2:13][C:14]2[CH:15]=[CH:16][CH:17]=[CH:18][CH:19]=2)=[O:20])=[O:28])=[O:48])(=[O:43])=[O:44])[CH:37]=[CH:38][CH:39]=[CH:40][CH:41]=1. Given the reactants C(O[C:6](=[O:28])[NH:7][C@@H:8]([CH2:21][C:22]1[CH:27]=[CH:26][CH:25]=[CH:24][CH:23]=1)[CH:9]([C:11](=[O:20])[NH:12][CH2:13][C:14]1[CH:19]=[CH:18][CH:17]=[CH:16][CH:15]=1)[OH:10])(C)(C)C.FC(F)(F)C(O)=O.[C:36]1([S:42]([NH:45][C@@H:46]([CH3:63])[C:47]([NH:49][C@@H:50]([CH2:54][C:55]2[CH:60]=[CH:59][C:58]([O:61][CH3:62])=[CH:57][CH:56]=2)C(O)=O)=[O:48])(=[O:44])=[O:43])[CH:41]=[CH:40][CH:39]=[CH:38][CH:37]=1.C(N(CC)C(C)C)(C)C.CN(C(ON1N=NC2C=CC=NC1=2)=[N+](C)C)C.F[P-](F)(F)(F)(F)F, predict the reaction product. (9) Given the reactants C(OC([N:8]1[CH2:13][CH2:12][CH:11]([CH2:14][CH:15]2[CH2:19][C:18]([O:20]C)=[C:17]([C:22]3[C:27]([CH3:28])=[CH:26][C:25]([CH3:29])=[CH:24][C:23]=3[CH3:30])[C:16]2=[O:31])[CH2:10][CH2:9]1)=O)(C)(C)C.[ClH:32], predict the reaction product. The product is: [ClH:32].[O:31]=[C:16]1[CH:17]([C:22]2[C:27]([CH3:28])=[CH:26][C:25]([CH3:29])=[CH:24][C:23]=2[CH3:30])[C:18](=[O:20])[CH2:19][CH:15]1[CH2:14][CH:11]1[CH2:12][CH2:13][NH2+:8][CH2:9][CH2:10]1. (10) The product is: [CH3:17][C:18]1[CH:19]=[C:20]([C:2]2[CH:3]=[C:4]([NH:8][C:9]([C:10]3[CH:15]=[CH:14][CH:13]=[CH:12][CH:11]=3)=[O:16])[CH:5]=[N:6][CH:7]=2)[CH:21]=[CH:22][C:23]=1[CH3:24]. Given the reactants Br[C:2]1[CH:3]=[C:4]([NH:8][C:9](=[O:16])[C:10]2[CH:15]=[CH:14][CH:13]=[CH:12][CH:11]=2)[CH:5]=[N:6][CH:7]=1.[CH3:17][C:18]1[CH:19]=[C:20](B(O)O)[CH:21]=[CH:22][C:23]=1[CH3:24].C(=O)([O-])[O-].[K+].[K+].O, predict the reaction product.